Dataset: Forward reaction prediction with 1.9M reactions from USPTO patents (1976-2016). Task: Predict the product of the given reaction. (1) The product is: [NH2:9][C:10]1[C:2]([Br:1])=[CH:3][CH:4]=[C:5]([Br:11])[C:6]=1[NH2:7]. Given the reactants [Br:1][C:2]1[C:10]2[C:6](=[N:7]S[N:9]=2)[C:5]([Br:11])=[CH:4][CH:3]=1.[BH4-].[Na+], predict the reaction product. (2) Given the reactants [F:1][C:2]1[CH:3]=[C:4]([C@H:9]2[N:14]([CH2:15][C:16]([O:18]CC)=[O:17])[C:13](=[O:21])[C:12]([CH3:23])([CH3:22])[O:11][CH2:10]2)[CH:5]=[C:6]([F:8])[CH:7]=1.[Li+].[OH-], predict the reaction product. The product is: [F:1][C:2]1[CH:3]=[C:4]([C@H:9]2[N:14]([CH2:15][C:16]([OH:18])=[O:17])[C:13](=[O:21])[C:12]([CH3:23])([CH3:22])[O:11][CH2:10]2)[CH:5]=[C:6]([F:8])[CH:7]=1. (3) Given the reactants B.[CH3:2][C:3]1[CH:4]=[C:5]([CH:8]=[C:9]([CH3:12])[C:10]=1[OH:11])[C:6]#[N:7].[ClH:13], predict the reaction product. The product is: [ClH:13].[NH2:7][CH2:6][C:5]1[CH:4]=[C:3]([CH3:2])[C:10]([OH:11])=[C:9]([CH3:12])[CH:8]=1. (4) Given the reactants [CH3:1][C:2]1[C:6]([CH:7]([C:17]2[O:18][C:19]3[CH:25]=[CH:24][C:23]([CH2:26][C:27]([NH:29][C@H:30]([C:37]4[CH:42]=[CH:41][C:40]([CH3:43])=[CH:39][C:38]=4[CH3:44])[C:31]4[CH:36]=[CH:35][CH:34]=[CH:33][CH:32]=4)=[O:28])=[CH:22][C:20]=3[CH:21]=2)[O:8][C:9]2([C:12]([O:14]CC)=[O:13])[CH2:11][CH2:10]2)=[C:5]([CH3:45])[O:4][N:3]=1.C(OCC#N)(C)C, predict the reaction product. The product is: [CH3:1][C:2]1[C:6]([CH:7]([C:17]2[O:18][C:19]3[CH:25]=[CH:24][C:23]([CH2:26][C:27]([NH:29][C@H:30]([C:37]4[CH:42]=[CH:41][C:40]([CH3:43])=[CH:39][C:38]=4[CH3:44])[C:31]4[CH:32]=[CH:33][CH:34]=[CH:35][CH:36]=4)=[O:28])=[CH:22][C:20]=3[CH:21]=2)[O:8][C:9]2([C:12]([OH:14])=[O:13])[CH2:10][CH2:11]2)=[C:5]([CH3:45])[O:4][N:3]=1.